From a dataset of Forward reaction prediction with 1.9M reactions from USPTO patents (1976-2016). Predict the product of the given reaction. (1) Given the reactants [NH2:1][C:2](=[N:8][NH:9][C:10](=O)[C:11]1[C:16]([NH:17][CH:18]([CH3:20])[CH3:19])=[CH:15][C:14]([NH:21][C:22]2[CH:30]=[CH:29][C:25]3[N:26]=[CH:27][S:28][C:24]=3[CH:23]=2)=[N:13][CH:12]=1)C(OCC)=O, predict the reaction product. The product is: [S:28]1[C:24]2[CH:23]=[C:22]([NH:21][C:14]3[CH:15]=[C:16]([NH:17][CH:18]([CH3:20])[CH3:19])[C:11]([C:10]4[NH:1][CH:2]=[N:8][N:9]=4)=[CH:12][N:13]=3)[CH:30]=[CH:29][C:25]=2[N:26]=[CH:27]1. (2) Given the reactants C[O:2]C(=O)C[C@H]1C2C=CC(O[C@H]3C4C(=C(OC5C=CC(B6OC(C)(C)C(C)(C)O6)=CC=5F)C=CC=4F)CC3)=CC=2OC1.[CH3:43][O:44][C:45](=[O:76])[CH2:46][C@H:47]1[C:51]2[CH:52]=[CH:53][C:54]([O:56][C@H:57]3[C:65]4[C:60](=[C:61]([O:67][C:68]5[CH:73]=[CH:72][C:71](Br)=[CH:70][C:69]=5[F:75])[CH:62]=[CH:63][C:64]=4[F:66])[CH2:59][CH2:58]3)=[CH:55][C:50]=2[O:49][CH2:48]1, predict the reaction product. The product is: [CH3:43][O:44][C:45](=[O:76])[CH2:46][C@H:47]1[C:51]2[CH:52]=[CH:53][C:54]([O:56][C@H:57]3[C:65]4[C:60](=[C:61]([O:67][C:68]5[CH:73]=[CH:72][C:71]([OH:2])=[CH:70][C:69]=5[F:75])[CH:62]=[CH:63][C:64]=4[F:66])[CH2:59][CH2:58]3)=[CH:55][C:50]=2[O:49][CH2:48]1. (3) Given the reactants [CH3:1][O:2][C:3]([C:5]1[N:6]([NH:11][CH2:12][C:13]2[CH:18]=[CH:17][CH:16]=[CH:15][N:14]=2)[CH:7]=[C:8]([Cl:10])[CH:9]=1)=[O:4].[CH3:19][O:20][C:21](=[O:26])[CH2:22][C:23](Cl)=[O:24], predict the reaction product. The product is: [CH3:1][O:2][C:3]([C:5]1[N:6]([N:11]([C:23](=[O:24])[CH2:22][C:21]([O:20][CH3:19])=[O:26])[CH2:12][C:13]2[CH:18]=[CH:17][CH:16]=[CH:15][N:14]=2)[CH:7]=[C:8]([Cl:10])[CH:9]=1)=[O:4]. (4) Given the reactants [OH:1][CH2:2][CH2:3][C@@H:4]1[NH:18][C:17](=[O:19])[N:16]([CH3:20])[CH2:15][CH2:14][CH2:13][CH2:12][CH:11]=[CH:10][C@H:9]2[C@@:7]([C:21]([O:23][CH2:24][CH3:25])=[O:22])([CH2:8]2)[NH:6][C:5]1=[O:26].[Cl:27][C:28]1[C:29]([O:48][CH3:49])=[CH:30][CH:31]=[C:32]2[C:37]=1[N:36]=[C:35]([N:38]1[CH:42]=[CH:41][C:40]([C:43]([F:46])([F:45])[F:44])=[N:39]1)[CH:34]=[C:33]2O.C(C1N=C(C2C=C(OCC[C@@H]3NC(=O)N(C)CCCCC=C[C@H]4[C@@](C(OCC)=O)(C4)NC3=O)C3C(=C(C)C(OC)=CC=3)N=2)SC=1)(C)C, predict the reaction product. The product is: [CH3:49][O:48][C:29]1[C:28]([Cl:27])=[C:37]2[C:32]([C:33]([O:1][CH2:2][CH2:3][C@@H:4]3[NH:18][C:17](=[O:19])[N:16]([CH3:20])[CH2:15][CH2:14][CH2:13][CH2:12][CH:11]=[CH:10][C@H:9]4[C@@:7]([C:21]([O:23][CH2:24][CH3:25])=[O:22])([CH2:8]4)[NH:6][C:5]3=[O:26])=[CH:34][C:35]([N:38]3[CH:42]=[CH:41][C:40]([C:43]([F:45])([F:44])[F:46])=[N:39]3)=[N:36]2)=[CH:31][CH:30]=1. (5) The product is: [ClH:17].[ClH:17].[Cl:17][CH2:16][CH2:15][CH2:14][N:11]1[CH2:12][CH2:13][NH:8][CH2:9][CH2:10]1. Given the reactants C(OC([N:8]1[CH2:13][CH2:12][N:11]([CH2:14][CH2:15][CH2:16][Cl:17])[CH2:10][CH2:9]1)=O)(C)(C)C.O, predict the reaction product. (6) Given the reactants C(Cl)(=O)C(Cl)=O.CS(C)=O.[CH2:11]([O:18][C@H:19]1[C@H:24]([O:25][CH2:26][C:27]2[CH:32]=[CH:31][CH:30]=[CH:29][CH:28]=2)[C@@H:23]([O:33][CH2:34][C:35]2[CH:40]=[CH:39][CH:38]=[CH:37][CH:36]=2)[C@@:22]([C:43]2[CH:48]=[CH:47][C:46]([Cl:49])=[C:45]([CH2:50][C:51]3[CH:56]=[CH:55][C:54]([O:57][CH2:58][CH:59]([F:61])[F:60])=[CH:53][CH:52]=3)[CH:44]=2)([O:41][CH3:42])[O:21][C@@H:20]1[CH2:62][OH:63])[C:12]1[CH:17]=[CH:16][CH:15]=[CH:14][CH:13]=1.C(N(CC)CC)C, predict the reaction product. The product is: [CH2:11]([O:18][C@H:19]1[C@H:24]([O:25][CH2:26][C:27]2[CH:32]=[CH:31][CH:30]=[CH:29][CH:28]=2)[C@@H:23]([O:33][CH2:34][C:35]2[CH:40]=[CH:39][CH:38]=[CH:37][CH:36]=2)[C@@:22]([C:43]2[CH:48]=[CH:47][C:46]([Cl:49])=[C:45]([CH2:50][C:51]3[CH:52]=[CH:53][C:54]([O:57][CH2:58][CH:59]([F:60])[F:61])=[CH:55][CH:56]=3)[CH:44]=2)([O:41][CH3:42])[O:21][C@@H:20]1[CH:62]=[O:63])[C:12]1[CH:13]=[CH:14][CH:15]=[CH:16][CH:17]=1.